Dataset: Full USPTO retrosynthesis dataset with 1.9M reactions from patents (1976-2016). Task: Predict the reactants needed to synthesize the given product. Given the product [CH2:25]([O:24][C:22](=[O:23])[NH:21][C@H:16]1[CH2:17][CH2:18][N:14]([C@H:11]2[CH2:12][CH2:13][C@@H:8]([NH:7][C:6]([O:5][C:1]([CH3:4])([CH3:3])[CH3:2])=[O:36])[CH2:9][C@H:10]2[CH2:33][CH2:34][CH3:35])[C:15]1=[O:32])[C:26]1[CH:31]=[CH:30][CH:29]=[CH:28][CH:27]=1, predict the reactants needed to synthesize it. The reactants are: [C:1]([O:5][C:6](=[O:36])[NH:7][C@@H:8]1[CH2:13][CH2:12][C@H:11]([NH:14][C:15](=[O:32])[C@@H:16]([NH:21][C:22]([O:24][CH2:25][C:26]2[CH:31]=[CH:30][CH:29]=[CH:28][CH:27]=2)=[O:23])[CH2:17][CH2:18]SC)[C@H:10]([CH2:33][CH2:34][CH3:35])[CH2:9]1)([CH3:4])([CH3:3])[CH3:2].CCOC(C)=O.C([O-])([O-])=O.[Cs+].[Cs+].